This data is from Full USPTO retrosynthesis dataset with 1.9M reactions from patents (1976-2016). The task is: Predict the reactants needed to synthesize the given product. (1) Given the product [Cl:2][C:3]1[CH:4]=[C:5]2[C:9](=[CH:10][CH:11]=1)[NH:8][C:7]([C:12]([NH:14][C@H:15]1[C@H:16]([NH:20][C:21]([C:23]3[S:24][C:25]4[CH2:26][N:27]([CH3:32])[CH2:28][CH2:29][C:30]=4[N:31]=3)=[O:22])[CH2:17][N:18]([S:45]([CH2:44][C:42]([O:41][CH3:40])=[O:43])(=[O:47])=[O:46])[CH2:19]1)=[O:13])=[CH:6]2, predict the reactants needed to synthesize it. The reactants are: Cl.[Cl:2][C:3]1[CH:4]=[C:5]2[C:9](=[CH:10][CH:11]=1)[NH:8][C:7]([C:12]([NH:14][C@@H:15]1[CH2:19][NH:18][CH2:17][C@H:16]1[NH:20][C:21]([C:23]1[S:24][C:25]3[CH2:26][N:27]([CH3:32])[CH2:28][CH2:29][C:30]=3[N:31]=1)=[O:22])=[O:13])=[CH:6]2.C(N(CC)CC)C.[CH3:40][O:41][C:42]([CH2:44][S:45](Cl)(=[O:47])=[O:46])=[O:43]. (2) The reactants are: [C:1]([O:4][C:5]1[CH:6]=[CH:7][C:8]2[C:9]3[S:18][C:17]([CH2:19][CH2:20][CH3:21])=[N:16][C:10]=3[C:11]([NH2:15])=[N:12][C:13]=2[CH:14]=1)(=O)[CH3:2].C(=O)([O-])[O-].[Cs+].[Cs+].CN(C=O)C.I.I[CH2:35][C:36]1[CH:37]=[N:38][CH:39]=CC=1. Given the product [CH2:19]([C:17]1[S:18][C:9]2[C:8]3[CH:7]=[CH:6][C:5]([O:4][CH2:1][C:2]4[CH:39]=[N:38][CH:37]=[CH:36][CH:35]=4)=[CH:14][C:13]=3[N:12]=[C:11]([NH2:15])[C:10]=2[N:16]=1)[CH2:20][CH3:21], predict the reactants needed to synthesize it.